The task is: Regression. Given a peptide amino acid sequence and an MHC pseudo amino acid sequence, predict their binding affinity value. This is MHC class II binding data.. This data is from Peptide-MHC class II binding affinity with 134,281 pairs from IEDB. (1) The peptide sequence is AFILDGDNLFPKE. The MHC is DRB1_0401 with pseudo-sequence DRB1_0401. The binding affinity (normalized) is 0.677. (2) The peptide sequence is NGSAEVHRGAVPRRG. The MHC is DRB3_0101 with pseudo-sequence DRB3_0101. The binding affinity (normalized) is 0. (3) The peptide sequence is HLCGCHLVEAL. The MHC is HLA-DQA10102-DQB10602 with pseudo-sequence HLA-DQA10102-DQB10602. The binding affinity (normalized) is 0.